The task is: Predict which catalyst facilitates the given reaction.. This data is from Catalyst prediction with 721,799 reactions and 888 catalyst types from USPTO. (1) Reactant: [CH3:1][N:2]1[C:6]([CH:7]=[C:8]([C:12]2[CH:17]=[CH:16][C:15]([F:18])=[CH:14][CH:13]=2)[C:9](O)=[O:10])=[CH:5][C:4]([CH3:19])=[N:3]1.C(N(CC)CC)C.ClC(OCC)=O.[N-:33]=[N+:34]=[N-:35].[Na+]. Product: [CH3:1][N:2]1[C:6]([CH:7]=[C:8]([C:12]2[CH:17]=[CH:16][C:15]([F:18])=[CH:14][CH:13]=2)[C:9]([N:33]=[N+:34]=[N-:35])=[O:10])=[CH:5][C:4]([CH3:19])=[N:3]1. The catalyst class is: 21. (2) Product: [CH3:6][N:7]1[C:16]2[C:11](=[CH:12][C:13]([S:1]([OH:3])(=[O:5])=[O:2])=[CH:14][CH:15]=2)[CH2:10][CH2:9][CH2:8]1. The catalyst class is: 28. Reactant: [S:1](=[O:5])(=O)([OH:3])[OH:2].[CH3:6][N:7]1[C:16]2[C:11](=[CH:12][CH:13]=[CH:14][CH:15]=2)[CH2:10][CH2:9][CH2:8]1.